Dataset: CYP2C9 inhibition data for predicting drug metabolism from PubChem BioAssay. Task: Regression/Classification. Given a drug SMILES string, predict its absorption, distribution, metabolism, or excretion properties. Task type varies by dataset: regression for continuous measurements (e.g., permeability, clearance, half-life) or binary classification for categorical outcomes (e.g., BBB penetration, CYP inhibition). Dataset: cyp2c9_veith. (1) The compound is CCC(c1nnnn1CC1CCCO1)N(CCN1CCOCC1)Cc1cc2cc(C)ccc2[nH]c1=O. The result is 0 (non-inhibitor). (2) The compound is O=C(c1cc(C(F)(F)F)cc(C(F)(F)F)c1)N1CCC2(CC1)CCN(c1ccccn1)CC2. The result is 0 (non-inhibitor). (3) The molecule is CO[C@@H](C)[C@](O)(C(=O)OCC1=CCN2CC[C@@H](O)[C@H]12)C(C)C. The result is 0 (non-inhibitor). (4) The compound is CC(C)NC(=O)N1CCCC2(CCN(C(=O)c3ccncc3)CC2)C1. The result is 0 (non-inhibitor). (5) The compound is CC1=N/C(=C\c2ccc([N+](=O)[O-])cc2)C(=O)N1c1ccc(Cl)cc1. The result is 0 (non-inhibitor). (6) The molecule is COc1ccc(NC(=O)N2CC3(CCNCC3)C2)cc1. The result is 0 (non-inhibitor).